This data is from Forward reaction prediction with 1.9M reactions from USPTO patents (1976-2016). The task is: Predict the product of the given reaction. (1) Given the reactants [CH3:1][CH:2]([CH2:23][CH3:24])[CH2:3][O:4][C:5]1[N:13]=[C:12]2[C:8]([N:9]=[C:10]([O:20][CH3:21])[N:11]2C2CCCCO2)=[C:7]([NH2:22])[N:6]=1.[C:25]([OH:31])([C:27]([F:30])([F:29])[F:28])=[O:26], predict the reaction product. The product is: [F:28][C:27]([F:30])([F:29])[C:25]([OH:31])=[O:26].[CH3:1][CH:2]([CH2:23][CH3:24])[CH2:3][O:4][C:5]1[N:13]=[C:12]2[C:8]([N:9]=[C:10]([O:20][CH3:21])[NH:11]2)=[C:7]([NH2:22])[N:6]=1. (2) Given the reactants Br[C:2]1[CH:3]=[N:4][CH:5]=[C:6]([Br:8])[CH:7]=1.[CH3:9][N:10]1[CH2:15][CH2:14][CH2:13][NH:12][S:11]1(=[O:17])=[O:16], predict the reaction product. The product is: [Br:8][C:6]1[CH:7]=[C:2]([N:12]2[CH2:13][CH2:14][CH2:15][N:10]([CH3:9])[S:11]2(=[O:17])=[O:16])[CH:3]=[N:4][CH:5]=1. (3) Given the reactants [CH3:1][C:2]1[CH:8]=[CH:7][C:5]([NH2:6])=[CH:4][C:3]=1[N:9]1[C:16]2[N:12]([N:13]=[C:14]([C:17]3[CH:18]=[N:19][CH:20]=[CH:21][CH:22]=3)[CH:15]=2)[CH:11]=[CH:10]1.[OH:23][C:24]1[CH:25]=[C:26]([CH:30]=[C:31]([S:33]([F:38])([F:37])([F:36])([F:35])[F:34])[CH:32]=1)[C:27](O)=[O:28].CN(C(ON1N=NC2C=CC=NC1=2)=[N+](C)C)C.F[P-](F)(F)(F)(F)F.C(N(CC)C(C)C)(C)C, predict the reaction product. The product is: [OH:23][C:24]1[CH:25]=[C:26]([CH:30]=[C:31]([S:33]([F:38])([F:34])([F:35])([F:36])[F:37])[CH:32]=1)[C:27]([NH:6][C:5]1[CH:7]=[CH:8][C:2]([CH3:1])=[C:3]([N:9]2[C:16]3[N:12]([N:13]=[C:14]([C:17]4[CH:18]=[N:19][CH:20]=[CH:21][CH:22]=4)[CH:15]=3)[CH:11]=[CH:10]2)[CH:4]=1)=[O:28]. (4) Given the reactants [Cl:1][C:2]1[CH:3]=[C:4]([F:30])[C:5]([C:24]2[N:28]=[C:27]([CH3:29])[O:26][N:25]=2)=[C:6]([C:8]2[CH:9]=[C:10]3[C:14](=[CH:15][CH:16]=2)[C@@H:13]([NH:17][C:18]([C:20]2([NH2:23])[CH2:22][CH2:21]2)=[O:19])[CH2:12][CH2:11]3)[CH:7]=1.[N:31]1[CH:36]=[CH:35][C:34]([C:37](O)=[O:38])=[CH:33][N:32]=1, predict the reaction product. The product is: [Cl:1][C:2]1[CH:3]=[C:4]([F:30])[C:5]([C:24]2[N:28]=[C:27]([CH3:29])[O:26][N:25]=2)=[C:6]([C:8]2[CH:9]=[C:10]3[C:14](=[CH:15][CH:16]=2)[C@@H:13]([NH:17][C:18]([C:20]2([NH:23][C:37]([C:34]4[CH:35]=[CH:36][N:31]=[N:32][CH:33]=4)=[O:38])[CH2:21][CH2:22]2)=[O:19])[CH2:12][CH2:11]3)[CH:7]=1.